The task is: Predict the reaction yield, written as a fraction of the theoretical maximum amount of product (1.0 means a 100% yield; for example, 0.34 means a 34% yield).. This data is from Reaction yield outcomes from USPTO patents with 853,638 reactions. (1) The yield is 0.910. The reactants are [C:1]([C:3]1[CH:11]=[CH:10][C:6]([C:7](Cl)=[O:8])=[CH:5][CH:4]=1)#[N:2].[NH2:12][C:13]1[CH:17]=[CH:16][S:15][C:14]=1[C:18]([O:20][CH3:21])=[O:19].C(N(CC)CC)C. The catalyst is ClCCl. The product is [C:1]([C:3]1[CH:11]=[CH:10][C:6]([C:7]([NH:12][C:13]2[CH:17]=[CH:16][S:15][C:14]=2[C:18]([O:20][CH3:21])=[O:19])=[O:8])=[CH:5][CH:4]=1)#[N:2]. (2) The reactants are [Br:1][C:2]1[CH:3]=[CH:4][C:5](=[C:8]2[C:13](=[O:14])OC(C)(C)OC2=O)[NH:6][CH:7]=1.[CH2:18]([NH2:25])[C:19]1[CH:24]=[CH:23][CH:22]=[CH:21][CH:20]=1. The catalyst is C1(C)C=CC=CC=1. The product is [CH2:18]([NH:25][C:13](=[O:14])[CH2:8][C:5]1[CH:4]=[CH:3][C:2]([Br:1])=[CH:7][N:6]=1)[C:19]1[CH:24]=[CH:23][CH:22]=[CH:21][CH:20]=1. The yield is 0.960. (3) The reactants are Br[C:2]1[C:7]([N:8]([CH2:23][O:24][CH3:25])[S:9]([C:12]2[CH:17]=[CH:16][C:15]([Cl:18])=[C:14]([C:19]([F:22])([F:21])[F:20])[CH:13]=2)(=[O:11])=[O:10])=[CH:6][C:5]([CH3:26])=[CH:4][N:3]=1.C([Mg]Cl)(C)C.[F:32][C:33]1[CH:40]=[CH:39][CH:38]=[C:37]([O:41][CH3:42])[C:34]=1[CH:35]=[O:36]. The catalyst is C1COCC1. The product is [Cl:18][C:15]1[CH:16]=[CH:17][C:12]([S:9]([N:8]([C:7]2[C:2]([CH:35]([C:34]3[C:37]([O:41][CH3:42])=[CH:38][CH:39]=[CH:40][C:33]=3[F:32])[OH:36])=[N:3][CH:4]=[C:5]([CH3:26])[CH:6]=2)[CH2:23][O:24][CH3:25])(=[O:11])=[O:10])=[CH:13][C:14]=1[C:19]([F:22])([F:21])[F:20]. The yield is 0.600. (4) The reactants are [C:1]([C:3]1[C:4]([CH3:18])=[C:5]([C:14]([O:16][CH3:17])=[O:15])[S:6][C:7]=1[N:8]1[CH2:13][CH2:12][O:11][CH2:10][CH2:9]1)#[N:2].C(Cl)Cl.[Br:22]Br. No catalyst specified. The product is [Br:22][CH2:18][C:4]1[C:3]([C:1]#[N:2])=[C:7]([N:8]2[CH2:13][CH2:12][O:11][CH2:10][CH2:9]2)[S:6][C:5]=1[C:14]([O:16][CH3:17])=[O:15]. The yield is 0.966. (5) The catalyst is ClCCl.C(OCC)(=O)C. The product is [CH2:1]([C:3]([C:13]1[C:21]2[C:16](=[C:17]([NH:22][S:25]([CH3:24])(=[O:27])=[O:26])[CH:18]=[CH:19][CH:20]=2)[NH:15][C:14]=1[CH3:23])([C:6]1[CH:7]=[CH:8][C:9]([F:12])=[CH:10][CH:11]=1)[CH2:4][CH3:5])[CH3:2]. The reactants are [CH2:1]([C:3]([C:13]1[C:21]2[C:16](=[C:17]([NH2:22])[CH:18]=[CH:19][CH:20]=2)[NH:15][C:14]=1[CH3:23])([C:6]1[CH:11]=[CH:10][C:9]([F:12])=[CH:8][CH:7]=1)[CH2:4][CH3:5])[CH3:2].[CH3:24][S:25](Cl)(=[O:27])=[O:26].N1C=CC=CC=1.C(=O)(O)[O-].[Na+]. The yield is 0.570. (6) The reactants are [Cl:1][C:2]1[CH:7]=[CH:6][N:5]=[CH:4][C:3]=1[NH:8][C:9]([N:11]1[CH2:16][CH2:15][N:14]([CH2:17][C:18]2[CH:28]=[CH:27][C:21]3[O:22][C:23]([F:26])([F:25])[O:24][C:20]=3[CH:19]=2)[CH2:13][CH2:12]1)=[O:10].[ClH:29]. The catalyst is C(O)C. The product is [ClH:1].[ClH:29].[Cl:1][C:2]1[CH:7]=[CH:6][N:5]=[CH:4][C:3]=1[NH:8][C:9]([N:11]1[CH2:16][CH2:15][N:14]([CH2:17][C:18]2[CH:28]=[CH:27][C:21]3[O:22][C:23]([F:26])([F:25])[O:24][C:20]=3[CH:19]=2)[CH2:13][CH2:12]1)=[O:10]. The yield is 0.720. (7) The reactants are [C-:1]#[N:2].[Na+].[NH2:4][C:5]1[CH:13]=[CH:12][C:8]([C:9]([OH:11])=[O:10])=[CH:7][CH:6]=1.[C:14]1(=O)[CH2:17][CH2:16][CH2:15]1. The catalyst is C(O)(=O)C. The product is [C:1]([C:14]1([NH:4][C:5]2[CH:13]=[CH:12][C:8]([C:9]([OH:11])=[O:10])=[CH:7][CH:6]=2)[CH2:17][CH2:16][CH2:15]1)#[N:2]. The yield is 0.990. (8) The reactants are Br[C:2]1[CH:3]=[C:4]([NH:14][C:15]2[N:20]=[C:19]([C:21]([F:24])([F:23])[F:22])[CH:18]=[CH:17][N:16]=2)[CH:5]=[C:6]([NH:8][CH2:9][C:10]([F:13])([F:12])[F:11])[CH:7]=1.C([O-])(=O)C.[K+].[B:30]1([B:30]2[O:34][C:33]([CH3:36])([CH3:35])[C:32]([CH3:38])([CH3:37])[O:31]2)[O:34][C:33]([CH3:36])([CH3:35])[C:32]([CH3:38])([CH3:37])[O:31]1.C1(P(C2CCCCC2)C2C=CC=CC=2C2C(C(C)C)=CC(C(C)C)=CC=2C(C)C)CCCCC1. The product is [CH3:37][C:32]1([CH3:38])[C:33]([CH3:36])([CH3:35])[O:34][B:30]([C:2]2[CH:3]=[C:4]([NH:14][C:15]3[N:20]=[C:19]([C:21]([F:24])([F:23])[F:22])[CH:18]=[CH:17][N:16]=3)[CH:5]=[C:6]([NH:8][CH2:9][C:10]([F:13])([F:12])[F:11])[CH:7]=2)[O:31]1. The yield is 0.640. The catalyst is O1CCOCC1.C(OCC)C.C1C=CC(P(C2C=CC=CC=2)[C-]2C=CC=C2)=CC=1.C1C=CC(P(C2C=CC=CC=2)[C-]2C=CC=C2)=CC=1.Cl[Pd]Cl.[Fe+2].ClCCl.C1C=CC(/C=C/C(/C=C/C2C=CC=CC=2)=O)=CC=1.C1C=CC(/C=C/C(/C=C/C2C=CC=CC=2)=O)=CC=1.C1C=CC(/C=C/C(/C=C/C2C=CC=CC=2)=O)=CC=1.[Pd].[Pd].